This data is from Full USPTO retrosynthesis dataset with 1.9M reactions from patents (1976-2016). The task is: Predict the reactants needed to synthesize the given product. (1) Given the product [OH:9][CH2:8][C:7]1[CH:13]=[C:3]([CH:4]=[CH:5][C:6]=1[C:11](=[O:12])[C:19]1[CH:20]=[CH:21][C:16]([O:15][CH3:14])=[CH:17][CH:18]=1)[C:1]#[N:2], predict the reactants needed to synthesize it. The reactants are: [C:1]([C:3]1[CH:13]=[C:7]2[C:8](N[C:11](=[O:12])[C:6]2=[CH:5][CH:4]=1)=[O:9])#[N:2].[CH3:14][O:15][C:16]1[CH:21]=[CH:20][C:19]([Mg]Br)=[CH:18][CH:17]=1.[Cl-].[NH4+]. (2) Given the product [CH3:37][N:28]1[C:29]2[CH:36]=[N:35][CH:34]=[CH:33][C:30]=2[C:31](=[O:32])[N:26]([C:23]2[N:22]=[CH:21][C:20]([CH2:19][C@@H:9]([C:10]([O:12][CH:13]3[CH2:14][CH2:15][CH2:16][CH2:17][CH2:18]3)=[O:11])[NH2:8])=[CH:25][CH:24]=2)[C:27]1=[O:38], predict the reactants needed to synthesize it. The reactants are: C(OC([NH:8][C@@H:9]([CH2:19][C:20]1[CH:21]=[N:22][C:23]([N:26]2[C:31](=[O:32])[C:30]3[CH:33]=[CH:34][N:35]=[CH:36][C:29]=3[N:28]([CH3:37])[C:27]2=[O:38])=[CH:24][CH:25]=1)[C:10]([O:12][CH:13]1[CH2:18][CH2:17][CH2:16][CH2:15][CH2:14]1)=[O:11])=O)(C)(C)C.Cl.C(OCC)(=O)C.